From a dataset of Full USPTO retrosynthesis dataset with 1.9M reactions from patents (1976-2016). Predict the reactants needed to synthesize the given product. (1) Given the product [CH3:27][S:28]([N:4]1[CH2:5][CH2:6][CH2:7][N:1]([C:8]([C:10]2[CH:14]=[C:13]([C:15]3[CH:16]=[N:17][NH:18][CH:19]=3)[S:12][CH:11]=2)=[O:9])[CH2:2][CH2:3]1)(=[O:30])=[O:29], predict the reactants needed to synthesize it. The reactants are: [N:1]1([C:8]([C:10]2[CH:14]=[C:13]([C:15]3[CH:16]=[N:17][NH:18][CH:19]=3)[S:12][CH:11]=2)=[O:9])[CH2:7][CH2:6][CH2:5][NH:4][CH2:3][CH2:2]1.C(N(CC)CC)C.[CH3:27][S:28](Cl)(=[O:30])=[O:29]. (2) Given the product [C:40]1([C:39]2[C:34]([C:31]3[CH:30]=[CH:29][C:28]([CH2:11][N:8]4[CH2:7][CH2:6][CH:5]([C:3]5[N:25]=[C:24]([C:19]6[CH:20]=[CH:21][CH:22]=[CH:23][N:18]=6)[NH:2][N:1]=5)[CH2:10][CH2:9]4)=[CH:33][CH:32]=3)=[N:35][C:36]3[N:37]([N:46]=[C:47]([C:49]([O:51][CH3:52])=[O:50])[CH:48]=3)[CH:38]=2)[CH:41]=[CH:42][CH:43]=[CH:44][CH:45]=1, predict the reactants needed to synthesize it. The reactants are: [NH:1]([C:3]([CH:5]1[CH2:10][CH2:9][N:8]([C:11](OC(C)(C)C)=O)[CH2:7][CH2:6]1)=O)[NH2:2].[N:18]1[CH:23]=[CH:22][CH:21]=[CH:20][C:19]=1[C:24]#[N:25].C([C:28]1[CH:33]=[CH:32][C:31]([C:34]2[C:39]([C:40]3[CH:45]=[CH:44][CH:43]=[CH:42][CH:41]=3)=[CH:38][N:37]3[N:46]=[C:47]([C:49]([O:51][CH3:52])=[O:50])[CH:48]=[C:36]3[N:35]=2)=[CH:30][CH:29]=1)=O.[BH-](OC(C)=O)(OC(C)=O)OC(C)=O.[Na+].